Dataset: Reaction yield outcomes from USPTO patents with 853,638 reactions. Task: Predict the reaction yield, written as a fraction of the theoretical maximum amount of product (1.0 means a 100% yield; for example, 0.34 means a 34% yield). (1) The reactants are C(OC(C=[CH:7][C:8]1[CH:13]=[CH:12][C:11]([CH2:14][C:15]([OH:17])=[O:16])=[CH:10][CH:9]=1)=O)C.I([O-])(=O)(=O)=[O:19].[Na+].CN1CCOCC1. The catalyst is O1CCOCC1.O.[Os](=O)(=O)(=O)=O. The product is [CH:7]([C:8]1[CH:13]=[CH:12][C:11]([CH2:14][C:15]([OH:17])=[O:16])=[CH:10][CH:9]=1)=[O:19]. The yield is 0.380. (2) The reactants are [K+].[Cl:2][C:3]1[CH:8]=[CH:7][C:6]([CH2:9][C:10]([NH:12][C:13]2[CH:14]=[C:15]([C:19]([C:21]3[C:29]4[CH:28]=[N:27][CH:26]=[N:25][C:24]=4[N:23]([CH2:30][C:31]([O-])=[O:32])[CH:22]=3)=[O:20])[CH:16]=[N:17][CH:18]=2)=[O:11])=[CH:5][CH:4]=1.Cl.CN.[CH3:37][N:38](C(ON1N=NC2C=CC=NC1=2)=[N+](C)C)C.F[P-](F)(F)(F)(F)F. The catalyst is N1C=CC=CC=1.C(Cl)Cl. The product is [Cl:2][C:3]1[CH:4]=[CH:5][C:6]([CH2:9][C:10]([NH:12][C:13]2[CH:18]=[N:17][CH:16]=[C:15]([C:19]([C:21]3[C:29]4[CH:28]=[N:27][CH:26]=[N:25][C:24]=4[N:23]([CH2:30][C:31]([NH:38][CH3:37])=[O:32])[CH:22]=3)=[O:20])[CH:14]=2)=[O:11])=[CH:7][CH:8]=1. The yield is 0.650. (3) No catalyst specified. The yield is 0.800. The reactants are [Cl:1][C:2]1[CH:3]=[CH:4][C:5]([C:20]([F:23])([F:22])[F:21])=[C:6]([CH:19]=1)[CH2:7][N:8]1[CH2:13][CH2:12][NH:11][C:10]2[N:14]=[CH:15][C:16](I)=[CH:17][C:9]1=2.[CH:24]([Si:27]([CH:39]([CH3:41])[CH3:40])([CH:36]([CH3:38])[CH3:37])[N:28]1[CH:32]=[CH:31][C:30](B(O)O)=[CH:29]1)([CH3:26])[CH3:25]. The product is [Cl:1][C:2]1[CH:3]=[CH:4][C:5]([C:20]([F:23])([F:22])[F:21])=[C:6]([CH:19]=1)[CH2:7][N:8]1[CH2:13][CH2:12][NH:11][C:10]2[N:14]=[CH:15][C:16]([C:30]3[CH:31]=[CH:32][N:28]([Si:27]([CH:36]([CH3:38])[CH3:37])([CH:39]([CH3:41])[CH3:40])[CH:24]([CH3:25])[CH3:26])[CH:29]=3)=[CH:17][C:9]1=2. (4) The reactants are IC.[CH2:3]([C:10]1[CH:15]=[C:14]([Br:16])[CH:13]=[CH:12][C:11]=1[OH:17])[C:4]1[CH:9]=[CH:8][CH:7]=[CH:6][CH:5]=1.[C:18]([O-])([O-])=O.[K+].[K+].N. The catalyst is CC(C)=O.C(Cl)Cl.O. The product is [CH2:3]([C:10]1[CH:15]=[C:14]([Br:16])[CH:13]=[CH:12][C:11]=1[O:17][CH3:18])[C:4]1[CH:5]=[CH:6][CH:7]=[CH:8][CH:9]=1. The yield is 0.980. (5) The reactants are [Li].[Br:2][C:3]1[CH:8]=[C:7]([F:9])[CH:6]=[CH:5][C:4]=1[C@@H:10]1[C:15]([C:16]([O:18][C@H:19](C)C(OC(C)C)=O)=[O:17])=[C:14]([CH2:27][N:28]2[CH2:33][CH2:32][O:31][CH2:30][CH2:29]2)[NH:13][C:12]([C:34]2[S:35][CH:36]=[CH:37][N:38]=2)=[N:11]1. The catalyst is CO. The product is [Br:2][C:3]1[CH:8]=[C:7]([F:9])[CH:6]=[CH:5][C:4]=1[C@H:10]1[C:15]([C:16]([O:18][CH3:19])=[O:17])=[C:14]([CH2:27][N:28]2[CH2:29][CH2:30][O:31][CH2:32][CH2:33]2)[NH:13][C:12]([C:34]2[S:35][CH:36]=[CH:37][N:38]=2)=[N:11]1. The yield is 0.700. (6) The reactants are [CH3:1][N:2]1[CH2:7][CH2:6][N:5]([C:8]2[CH:13]=[CH:12][C:11]([NH2:14])=[C:10]([C:15]3[S:16][CH:17]=[CH:18][C:19]=3[CH3:20])[CH:9]=2)[CH2:4][CH2:3]1.[C:21]([C:23]1[O:27][C:26]([C:28](Cl)=[O:29])=[CH:25][CH:24]=1)#[N:22].CCN(C(C)C)C(C)C. No catalyst specified. The product is [CH3:1][N:2]1[CH2:3][CH2:4][N:5]([C:8]2[CH:13]=[CH:12][C:11]([NH:14][C:28]([C:26]3[O:27][C:23]([C:21]#[N:22])=[CH:24][CH:25]=3)=[O:29])=[C:10]([C:15]3[S:16][CH:17]=[CH:18][C:19]=3[CH3:20])[CH:9]=2)[CH2:6][CH2:7]1. The yield is 0.360.